This data is from Full USPTO retrosynthesis dataset with 1.9M reactions from patents (1976-2016). The task is: Predict the reactants needed to synthesize the given product. (1) Given the product [C:25]([O:24][C:22]([N:4]([CH2:5][C:6]1[CH:7]=[C:8]([CH3:15])[CH:9]=[C:10]2[C:14]=1[NH:13][CH:12]=[CH:11]2)[CH2:3][CH2:2][OH:1])=[O:23])([CH3:28])([CH3:27])[CH3:26], predict the reactants needed to synthesize it. The reactants are: [OH:1][CH2:2][CH2:3][NH:4][CH2:5][C:6]1[CH:7]=[C:8]([CH3:15])[CH:9]=[C:10]2[C:14]=1[NH:13][CH:12]=[CH:11]2.C(=O)([O-])[O-].[K+].[K+].[C:22](O[C:22]([O:24][C:25]([CH3:28])([CH3:27])[CH3:26])=[O:23])([O:24][C:25]([CH3:28])([CH3:27])[CH3:26])=[O:23].O. (2) Given the product [F:33][C:23]1[CH:24]=[C:25]([C:29]([OH:32])([CH3:31])[CH3:30])[CH:26]=[C:27]([F:28])[C:22]=1[C:16]1[S:15][C:14]([NH:13][C:2]2[CH:7]=[CH:6][CH:5]=[C:4]([N:8]3[CH:12]=[CH:11][N:10]=[N:9]3)[N:3]=2)=[C:18]([C:19]([NH2:21])=[O:20])[CH:17]=1, predict the reactants needed to synthesize it. The reactants are: Cl[C:2]1[CH:7]=[CH:6][CH:5]=[C:4]([N:8]2[CH:12]=[CH:11][N:10]=[N:9]2)[N:3]=1.[NH2:13][C:14]1[S:15][C:16]([C:22]2[C:27]([F:28])=[CH:26][C:25]([C:29]([OH:32])([CH3:31])[CH3:30])=[CH:24][C:23]=2[F:33])=[CH:17][C:18]=1[C:19]([NH2:21])=[O:20]. (3) Given the product [OH:1][C:2]1[CH:7]=[CH:6][C:5]([C:8]2[CH:13]=[C:12]([C:14]3[CH:19]=[CH:18][CH:17]=[CH:16][C:15]=3[CH:20]([CH3:21])[CH3:22])[N:11]=[CH:10][N:9]=2)=[CH:4][C:3]=1[CH3:24], predict the reactants needed to synthesize it. The reactants are: [OH:1][C:2]1[CH:7]=[CH:6][C:5]([C:8]2[CH:13]=[C:12]([C:14]3[CH:19]=[CH:18][CH:17]=[CH:16][C:15]=3[CH:20]([CH3:22])[CH3:21])[NH:11][C:10](=O)[N:9]=2)=[CH:4][C:3]=1[CH3:24].ClC1C(Cl)=CC=CC=1C=O.C(C1C=CC=CC=1C=O)(C)C.